This data is from Forward reaction prediction with 1.9M reactions from USPTO patents (1976-2016). The task is: Predict the product of the given reaction. The product is: [Cl:1][C:2]1[CH:7]=[CH:6][C:5]([S:8]([N:11]2[CH:20]([CH2:21][CH3:22])[CH2:19][C:14]3([O:18][CH2:17][CH2:16][O:15]3)[CH2:13][CH:12]2[CH2:23][OH:24])(=[O:10])=[O:9])=[CH:4][CH:3]=1. Given the reactants [Cl:1][C:2]1[CH:7]=[CH:6][C:5]([S:8]([N:11]2[CH:20]([CH2:21][CH3:22])[CH2:19][C:14]3([O:18][CH2:17][CH2:16][O:15]3)[CH2:13][CH:12]2[C:23](OCC)=[O:24])(=[O:10])=[O:9])=[CH:4][CH:3]=1.[BH4-].[Li+], predict the reaction product.